This data is from Experimentally validated miRNA-target interactions with 360,000+ pairs, plus equal number of negative samples. The task is: Binary Classification. Given a miRNA mature sequence and a target amino acid sequence, predict their likelihood of interaction. (1) The miRNA is hsa-miR-4762-5p with sequence CCAAAUCUUGAUCAGAAGCCU. The protein sequence of the target gene is MLNFGASLQQTAEERMEMISERPKESMYSWNKTAEKSDFEAVEALMSMSCSWKSDFKKYVENRPVTPVSDLSEEENLLPGTPDFHTIPAFCLTPPYSPSDFEPSQVSNLMAPAPSTVHFKSLSDTAKPHIAAPFKEEEKSPVSAPKLPKAQATSVIRHTADAQLCNHQTCPMKAASILNYQNNSFRRRTHLNVEAARKNIPCAAVSPNRSKCERNTVADVDEKASAALYDFSVPSSETVICRSQPAPVSPQQKSVLVSPPAVSAGGVPPMPVICQMVPLPANNPVVTTVVPSTPPSQPPA.... Result: 1 (interaction). (2) The miRNA is hsa-miR-4535 with sequence GUGGACCUGGCUGGGAC. The protein sequence of the target gene is MTGFWVLCFVLFPSSLSYPESWMPLVNLTHHILRDTNSSLFSNCWVCLSTQTQRSLAVPAPLSIWTDTPMKLHLTYSVRPFSGSFSISDIERRLRLFRPLTASYSFHNPDRRAIAFLQLVSSTGIFRIITRITSVIYPHKDRFFESAQRPLWGPLFTETVLRSQAPLCISRFFKVSAYATFVGNLSASLCNYTMHISPSTSHENLDLSTTHTFKQAMKRPDAKWKNPLRFSGPPSLIFSKPAYYPCPTDIKHCHTSPATPWMHCPQAPFGTCYNLTLFEPDNSTHPVTMSVNPTHFKVKL.... Result: 0 (no interaction). (3) The miRNA is hsa-miR-335-5p with sequence UCAAGAGCAAUAACGAAAAAUGU. The protein sequence of the target gene is MEAAPPGPPWPLLLLLLLLLALCGCPAPAAASPLLLFANRRDVRLVDAGGVKLESTIVVSGLEDAAAVDFQFSKGAVYWTDVSEEAIKQTYLNQTGAAVQNVVISGLVSPDGLACDWVGKKLYWTDSETNRIEVANLNGTSRKVLFWQDLDQPRAIALDPAHGYMYWTDWGETPRIERAGMDGSTRKIIVDSDIYWPNGLTIDLEEQKLYWADAKLSFIHRANLDGSFRQKVVEGSLTHPFALTLSGDTLYWTDWQTRSIHACNKRTGGKRKEILSALYSPMDIQVLSQERQPFFHTRCE.... Result: 1 (interaction). (4) The miRNA is hsa-miR-6133 with sequence UGAGGGAGGAGGUUGGGUA. The protein sequence of the target gene is MTQEYDNKRPVLVLQNEALYPQRRSYTSEDEAWKSFLENPLTAATKAMMSINGDEDSAAALGLLYDYYKVPRERRSSTAKPEVEHPEPDHSKRNSIPIVTEQPLISAGENRVQVLKNVPFNIVLPHGNQLGIDKRGHLTAPDTTVTVSIATMPTHSIKTETQPHGFAVGIPPAVYHPEPTERVVVFDRNLNTDQFSSGAQAPNAQRRTPDSTFSETFKEGVQEVFFPSDLSLRMPGMNSEDYVFDSVSGNNFEYTLEASKSLRQKPGDSTMTYLNKGQFYPITLKEVSSSEGIHHPISKV.... Result: 0 (no interaction).